Dataset: Peptide-MHC class I binding affinity with 185,985 pairs from IEDB/IMGT. Task: Regression. Given a peptide amino acid sequence and an MHC pseudo amino acid sequence, predict their binding affinity value. This is MHC class I binding data. (1) The peptide sequence is FYNGSNWCL. The MHC is HLA-B46:01 with pseudo-sequence HLA-B46:01. The binding affinity (normalized) is 0.0847. (2) The peptide sequence is DMMFINSTCY. The MHC is HLA-A11:01 with pseudo-sequence HLA-A11:01. The binding affinity (normalized) is 0.142. (3) The peptide sequence is AVSKNRRQL. The MHC is HLA-A02:03 with pseudo-sequence HLA-A02:03. The binding affinity (normalized) is 0.0847. (4) The peptide sequence is AVNTPVSMT. The MHC is HLA-A02:02 with pseudo-sequence HLA-A02:02. The binding affinity (normalized) is 0.0471. (5) The peptide sequence is FNRDKTEAILQ. The MHC is H-2-Kb with pseudo-sequence H-2-Kb. The binding affinity (normalized) is 0.0923. (6) The peptide sequence is ALLGERPII. The MHC is HLA-B15:01 with pseudo-sequence HLA-B15:01. The binding affinity (normalized) is 0.0847.